From a dataset of Forward reaction prediction with 1.9M reactions from USPTO patents (1976-2016). Predict the product of the given reaction. (1) Given the reactants [NH2:1][C:2]1[CH:3]=[C:4]([C:8]2[C:12]([Br:13])=[CH:11][N:10]([CH3:14])[N:9]=2)[CH:5]=[CH:6][CH:7]=1.C(N(CC)CC)C.[F:22][C:23]([F:36])([F:35])[O:24][C:25]1[CH:30]=[CH:29][C:28]([CH2:31][C:32](O)=[O:33])=[CH:27][CH:26]=1.CN(C(ON1N=NC2C=CC=CC1=2)=[N+](C)C)C.F[P-](F)(F)(F)(F)F.C1C=CC2N(O)N=NC=2C=1, predict the reaction product. The product is: [Br:13][C:12]1[C:8]([C:4]2[CH:3]=[C:2]([NH:1][C:32](=[O:33])[CH2:31][C:28]3[CH:29]=[CH:30][C:25]([O:24][C:23]([F:35])([F:22])[F:36])=[CH:26][CH:27]=3)[CH:7]=[CH:6][CH:5]=2)=[N:9][N:10]([CH3:14])[CH:11]=1. (2) Given the reactants [Cl:1][C:2]1[CH:3]=[C:4]([CH:8]2[N:12]([CH:13]3[CH2:18][CH2:17][N:16]([CH2:19][C:20]4[CH:21]=[CH:22][C:23]([O:26][C:27]5[CH:34]=[CH:33][C:30]([C:31]#[N:32])=[CH:29][CH:28]=5)=[N:24][CH:25]=4)[CH2:15][CH2:14]3)[C:11](=[O:35])[N:10]([C:36]3[CH:41]=[CH:40][CH:39]=[CH:38][CH:37]=3)[CH2:9]2)[CH:5]=[CH:6][CH:7]=1.[OH-:42].[Na+], predict the reaction product. The product is: [Cl:1][C:2]1[CH:3]=[C:4]([CH:8]2[N:12]([CH:13]3[CH2:14][CH2:15][N:16]([CH2:19][C:20]4[CH:21]=[CH:22][C:23]([O:26][C:27]5[CH:34]=[CH:33][C:30]([C:31]([NH2:32])=[O:42])=[CH:29][CH:28]=5)=[N:24][CH:25]=4)[CH2:17][CH2:18]3)[C:11](=[O:35])[N:10]([C:36]3[CH:37]=[CH:38][CH:39]=[CH:40][CH:41]=3)[CH2:9]2)[CH:5]=[CH:6][CH:7]=1. (3) Given the reactants [CH3:1][O:2][C:3]1[C:4]([NH2:10])=[N:5][CH:6]=[C:7]([CH3:9])[N:8]=1.[F:11][C:12]1[CH:17]=[CH:16][CH:15]=[CH:14][C:13]=1[S:18](Cl)(=[O:20])=[O:19], predict the reaction product. The product is: [CH3:1][O:2][C:3]1[C:4]([NH:10][S:18]([C:13]2[CH:14]=[CH:15][CH:16]=[CH:17][C:12]=2[F:11])(=[O:20])=[O:19])=[N:5][CH:6]=[C:7]([CH3:9])[N:8]=1. (4) Given the reactants O.[C:2]([O:8][CH2:9][C:10]([F:16])([F:15])[S:11]([O-:14])(=[O:13])=[O:12])(=[O:7])[C:3]([CH3:6])([CH3:5])[CH3:4].[Na+].[I-].[C:19]1([S+:25]([C:32]2[CH:37]=[CH:36][CH:35]=[CH:34][CH:33]=2)[C:26]2[CH:31]=[CH:30][CH:29]=[CH:28][CH:27]=2)[CH:24]=[CH:23][CH:22]=[CH:21][CH:20]=1, predict the reaction product. The product is: [C:2]([O:8][CH2:9][C:10]([F:16])([F:15])[S:11]([O-:14])(=[O:12])=[O:13])(=[O:7])[C:3]([CH3:6])([CH3:5])[CH3:4].[C:32]1([S+:25]([C:19]2[CH:20]=[CH:21][CH:22]=[CH:23][CH:24]=2)[C:26]2[CH:31]=[CH:30][CH:29]=[CH:28][CH:27]=2)[CH:33]=[CH:34][CH:35]=[CH:36][CH:37]=1. (5) Given the reactants [C:1]([O:5][C:6]([N:8]1[CH2:13][CH2:12][CH:11]([CH2:14][C:15]([O:17][CH3:18])=[O:16])[CH2:10][CH2:9]1)=[O:7])([CH3:4])([CH3:3])[CH3:2].[Li+].C[Si]([N-][Si](C)(C)C)(C)C.C[Si](Cl)(C)C.[Br:34]Br, predict the reaction product. The product is: [C:1]([O:5][C:6]([N:8]1[CH2:13][CH2:12][CH:11]([CH:14]([Br:34])[C:15]([O:17][CH3:18])=[O:16])[CH2:10][CH2:9]1)=[O:7])([CH3:4])([CH3:3])[CH3:2]. (6) The product is: [NH2:1][C:4]1[CH:5]=[C:6]([N:10]2[C:11](=[O:16])[CH2:12][CH2:13][C:14]2=[O:15])[CH:7]=[CH:8][CH:9]=1. Given the reactants [N+:1]([C:4]1[CH:5]=[C:6]([N:10]2[C:14](=[O:15])[CH:13]=[CH:12][C:11]2=[O:16])[CH:7]=[CH:8][CH:9]=1)([O-])=O, predict the reaction product. (7) Given the reactants [OH:1][C:2]1[CH:18]=[CH:17][C:5]([C:6]2[CH2:7][O:8][C:9]3[C:14]([CH:15]=2)=[CH:13][CH:12]=[C:11](O)[CH:10]=3)=[CH:4][CH:3]=1.[CH2:19]([NH2:22])[CH2:20][CH3:21].[CH2:23]=[O:24].[CH2:25](O)C, predict the reaction product. The product is: [CH2:19]([N:22]1[CH2:25][C:12]2[CH:13]=[C:14]3[C:9](=[CH:10][C:11]=2[O:24][CH2:23]1)[O:8][CH2:7][C:6]([C:5]1[CH:17]=[CH:18][C:2]([OH:1])=[CH:3][CH:4]=1)=[CH:15]3)[CH2:20][CH3:21].